From a dataset of NCI-60 drug combinations with 297,098 pairs across 59 cell lines. Regression. Given two drug SMILES strings and cell line genomic features, predict the synergy score measuring deviation from expected non-interaction effect. (1) Cell line: SK-MEL-5. Drug 2: C1C(C(OC1N2C=NC(=NC2=O)N)CO)O. Drug 1: CN1CCC(CC1)COC2=C(C=C3C(=C2)N=CN=C3NC4=C(C=C(C=C4)Br)F)OC. Synergy scores: CSS=-0.339, Synergy_ZIP=1.44, Synergy_Bliss=6.13, Synergy_Loewe=-6.19, Synergy_HSA=-0.975. (2) Drug 1: C1=NC2=C(N=C(N=C2N1C3C(C(C(O3)CO)O)F)Cl)N. Drug 2: C1CN(CCN1C(=O)CCBr)C(=O)CCBr. Cell line: T-47D. Synergy scores: CSS=12.9, Synergy_ZIP=-2.94, Synergy_Bliss=0.743, Synergy_Loewe=-1.15, Synergy_HSA=-1.19. (3) Drug 1: CC1=C2C(C(=O)C3(C(CC4C(C3C(C(C2(C)C)(CC1OC(=O)C(C(C5=CC=CC=C5)NC(=O)OC(C)(C)C)O)O)OC(=O)C6=CC=CC=C6)(CO4)OC(=O)C)OC)C)OC. Drug 2: CC1=CC=C(C=C1)C2=CC(=NN2C3=CC=C(C=C3)S(=O)(=O)N)C(F)(F)F. Cell line: PC-3. Synergy scores: CSS=57.4, Synergy_ZIP=15.1, Synergy_Bliss=14.6, Synergy_Loewe=14.6, Synergy_HSA=17.0. (4) Drug 1: C1CN1P(=S)(N2CC2)N3CC3. Drug 2: CC1C(C(CC(O1)OC2CC(CC3=C2C(=C4C(=C3O)C(=O)C5=CC=CC=C5C4=O)O)(C(=O)C)O)N)O. Cell line: DU-145. Synergy scores: CSS=42.9, Synergy_ZIP=-2.91, Synergy_Bliss=0.547, Synergy_Loewe=-16.5, Synergy_HSA=1.39.